From a dataset of Full USPTO retrosynthesis dataset with 1.9M reactions from patents (1976-2016). Predict the reactants needed to synthesize the given product. (1) Given the product [Cl:1][C:2]1[CH:10]=[CH:9][CH:8]=[CH:7][C:3]=1[C:4]([NH:17][CH2:16][C:15]([CH3:28])([C:18]1[CH:19]=[N:20][C:21]([C:24]([F:27])([F:26])[F:25])=[N:22][CH:23]=1)[CH2:14][CH:11]1[CH2:13][CH2:12]1)=[O:6], predict the reactants needed to synthesize it. The reactants are: [Cl:1][C:2]1[CH:10]=[CH:9][CH:8]=[CH:7][C:3]=1[C:4]([OH:6])=O.[CH:11]1([CH2:14][C:15]([CH3:28])([C:18]2[CH:19]=[N:20][C:21]([C:24]([F:27])([F:26])[F:25])=[N:22][CH:23]=2)[CH2:16][NH2:17])[CH2:13][CH2:12]1. (2) Given the product [N:1]([CH2:4][CH:5]1[N:10]2[C:11]3[CH:12]=[CH:13][CH:14]=[C:15]([F:18])[C:16]=3[CH:17]=[C:9]2[C:8]2[N:19]=[C:20]([C:41]3[C:42]([N:44]([CH3:49])[S:45]([CH3:48])(=[O:47])=[O:46])=[CH:43][C:33]4[O:32][C:31]([C:28]5[CH:29]=[CH:30][C:25]([F:24])=[CH:26][CH:27]=5)=[C:35]([C:36]([NH:38][CH3:39])=[O:37])[C:34]=4[CH:40]=3)[CH:21]=[CH:22][C:7]=2[O:6]1)=[N+:2]=[N-:3], predict the reactants needed to synthesize it. The reactants are: [N:1]([CH2:4][CH:5]1[N:10]2[C:11]3[CH:12]=[CH:13][CH:14]=[C:15]([F:18])[C:16]=3[CH:17]=[C:9]2[C:8]2[N:19]=[C:20](Cl)[CH:21]=[CH:22][C:7]=2[O:6]1)=[N+:2]=[N-:3].[F:24][C:25]1[CH:30]=[CH:29][C:28]([C:31]2[O:32][C:33]3[CH:43]=[C:42]([N:44]([CH3:49])[S:45]([CH3:48])(=[O:47])=[O:46])[C:41](B4OC(C)(C)C(C)(C)O4)=[CH:40][C:34]=3[C:35]=2[C:36]([NH:38][CH3:39])=[O:37])=[CH:27][CH:26]=1.CC(C1C=C(C(C)C)C(C2C=CC=CC=2P(C2CCCCC2)C2CCCCC2)=C(C(C)C)C=1)C.CCOC(C)=O. (3) Given the product [CH:19]1([CH2:25][C:26]#[C:27][C:2]2[N:3]=[C:4]3[CH:10]=[CH:9][N:8]([CH2:11][O:12][CH2:13][CH2:14][Si:15]([CH3:18])([CH3:17])[CH3:16])[C:5]3=[N:6][CH:7]=2)[CH2:24][CH2:23][CH2:22][CH2:21][CH2:20]1, predict the reactants needed to synthesize it. The reactants are: Br[C:2]1[N:3]=[C:4]2[CH:10]=[CH:9][N:8]([CH2:11][O:12][CH2:13][CH2:14][Si:15]([CH3:18])([CH3:17])[CH3:16])[C:5]2=[N:6][CH:7]=1.[CH:19]1([CH2:25][C:26]#[CH:27])[CH2:24][CH2:23][CH2:22][CH2:21][CH2:20]1. (4) Given the product [OH:15]/[N:14]=[C:6](\[NH2:7])/[C:5]1[CH:8]=[CH:9][CH:10]=[C:3]([C:2]([F:1])([F:11])[F:12])[CH:4]=1, predict the reactants needed to synthesize it. The reactants are: [F:1][C:2]([F:12])([F:11])[C:3]1[CH:4]=[C:5]([CH:8]=[CH:9][CH:10]=1)[C:6]#[N:7].Cl.[NH2:14][OH:15].C(N(CC)CC)C. (5) Given the product [CH3:15][C:2]1([CH3:1])[O:6][C@H:5]([C:7]2[N:18]=[C:17]([NH:47][C:35]3[C:34]([O:33][C:32]4[C:27]([CH3:26])=[N:28][CH:29]=[CH:30][CH:31]=4)=[CH:39][C:38]([S:40][C:41]4[CH:46]=[CH:45][CH:44]=[CH:43][N:42]=4)=[CH:37][N:36]=3)[S:16][N:8]=2)[CH2:4][O:3]1, predict the reactants needed to synthesize it. The reactants are: [CH3:1][C:2]1([CH3:15])[O:6][C@H:5]([C:7](Cl)=[N:8]OS(C)(=O)=O)[CH2:4][O:3]1.[S-:16][C:17]#[N:18].[Na+].N1C=CC=CC=1.[CH3:26][C:27]1[C:32]([O:33][C:34]2[C:35]([NH2:47])=[N:36][CH:37]=[C:38]([S:40][C:41]3[CH:46]=[CH:45][CH:44]=[CH:43][N:42]=3)[CH:39]=2)=[CH:31][CH:30]=[CH:29][N:28]=1. (6) Given the product [Cl:1][CH2:2][C:3]([NH:30][C:8]1[C:7]([Cl:6])=[CH:16][CH:15]=[C:14]2[C:9]=1[CH:10]=[CH:11][C:12]([C:17]1[CH:21]=[CH:20][N:19]([CH2:22][O:23][CH2:24][CH2:25][Si:26]([CH3:29])([CH3:28])[CH3:27])[N:18]=1)=[N:13]2)=[O:4], predict the reactants needed to synthesize it. The reactants are: [Cl:1][CH2:2][C:3](Cl)=[O:4].[Cl:6][C:7]1[C:8]([NH2:30])=[C:9]2[C:14](=[CH:15][CH:16]=1)[N:13]=[C:12]([C:17]1[CH:21]=[CH:20][N:19]([CH2:22][O:23][CH2:24][CH2:25][Si:26]([CH3:29])([CH3:28])[CH3:27])[N:18]=1)[CH:11]=[CH:10]2.C(=O)([O-])[O-].[K+].[K+]. (7) Given the product [CH3:1][C:2]([CH3:14])([CH2:3][C:4]1([CH3:9])[O:5][CH2:6][CH2:7][O:8]1)[CH2:10][NH2:11], predict the reactants needed to synthesize it. The reactants are: [CH3:1][C:2]([CH3:14])([CH2:10][N+:11]([O-])=O)[CH2:3][C:4]1([CH3:9])[O:8][CH2:7][CH2:6][O:5]1.[H][H]. (8) Given the product [CH3:32][S:33]([O:24][CH2:23][CH2:22][CH2:21][NH:20][C:1]([C:8]1[CH:13]=[CH:12][CH:11]=[CH:10][CH:9]=1)([C:14]1[CH:15]=[CH:16][CH:17]=[CH:18][CH:19]=1)[C:2]1[CH:7]=[CH:6][CH:5]=[CH:4][CH:3]=1)(=[O:35])=[O:34], predict the reactants needed to synthesize it. The reactants are: [C:1]([NH:20][CH2:21][CH2:22][CH2:23][OH:24])([C:14]1[CH:19]=[CH:18][CH:17]=[CH:16][CH:15]=1)([C:8]1[CH:13]=[CH:12][CH:11]=[CH:10][CH:9]=1)[C:2]1[CH:7]=[CH:6][CH:5]=[CH:4][CH:3]=1.C(N(CC)CC)C.[CH3:32][S:33](Cl)(=[O:35])=[O:34].Cl. (9) Given the product [CH3:54][O:53][CH2:52][CH2:51][CH2:50][N:46]1[C:45]2[CH:55]=[C:41]([CH2:40][O:39][CH:24]3[CH:23]([C:20]4[CH:19]=[CH:18][C:17]([CH2:16][O:15][C:56]5[CH:61]=[CH:60][CH:59]=[CH:58][CH:57]=5)=[CH:22][CH:21]=4)[CH2:28][CH2:27][N:26]([C:29]([O:31][CH2:32][C:33]4[CH:34]=[CH:35][CH:36]=[CH:37][CH:38]=4)=[O:30])[CH2:25]3)[CH:42]=[CH:43][C:44]=2[O:49][CH2:48][CH2:47]1, predict the reactants needed to synthesize it. The reactants are: N(C(OC(C)C)=O)=NC(OC(C)C)=O.[OH:15][CH2:16][C:17]1[CH:22]=[CH:21][C:20]([CH:23]2[CH2:28][CH2:27][N:26]([C:29]([O:31][CH2:32][C:33]3[CH:38]=[CH:37][CH:36]=[CH:35][CH:34]=3)=[O:30])[CH2:25][CH:24]2[O:39][CH2:40][C:41]2[CH:42]=[CH:43][C:44]3[O:49][CH2:48][CH2:47][N:46]([CH2:50][CH2:51][CH2:52][O:53][CH3:54])[C:45]=3[CH:55]=2)=[CH:19][CH:18]=1.[C:56]1(O)[CH:61]=[CH:60][CH:59]=[CH:58][CH:57]=1.C1(P(C2C=CC=CC=2)C2C=CC=CC=2)C=CC=CC=1. (10) The reactants are: [Cl:1][C:2]1[CH:7]=[CH:6][C:5](/[CH:8]=[CH:9]/[C:10]([OH:12])=O)=[C:4]([CH2:13][N:14]2[N:18]=[N:17][C:16]([CH3:19])=[N:15]2)[CH:3]=1.[CH3:20][C:21]1[N:22]=[N:23][N:24]([CH:26]2[CH2:31][CH2:30][NH:29][CH2:28][CH2:27]2)[N:25]=1.CCN(C(C)C)C(C)C.C(P1(=O)OP(CCC)(=O)OP(CCC)(=O)O1)CC. Given the product [Cl:1][C:2]1[CH:7]=[CH:6][C:5](/[CH:8]=[CH:9]/[C:10]([N:29]2[CH2:30][CH2:31][CH:26]([N:24]3[N:23]=[N:22][C:21]([CH3:20])=[N:25]3)[CH2:27][CH2:28]2)=[O:12])=[C:4]([CH2:13][N:14]2[N:18]=[N:17][C:16]([CH3:19])=[N:15]2)[CH:3]=1, predict the reactants needed to synthesize it.